From a dataset of Forward reaction prediction with 1.9M reactions from USPTO patents (1976-2016). Predict the product of the given reaction. (1) Given the reactants C1COCC1.[OH-].[Na+].[F:8][C:9]1[CH:14]=[C:13]([C:15](=[O:38])[NH:16][C:17]2[S:18][C:19]3[CH2:29][CH2:28][C:27]4[C:22](=[CH:23][CH:24]=[CH:25][C:26]=4[CH2:30][CH2:31][CH:32]([O:36][CH3:37])[CH2:33][CH2:34][CH3:35])[C:20]=3[N:21]=2)[CH:12]=[C:11]([F:39])[C:10]=1[CH:40]=[C:41]([CH3:47])[C:42]([O:44]CC)=[O:43].Cl, predict the reaction product. The product is: [F:39][C:11]1[CH:12]=[C:13]([C:15](=[O:38])[NH:16][C:17]2[S:18][C:19]3[CH2:29][CH2:28][C:27]4[C:22](=[CH:23][CH:24]=[CH:25][C:26]=4[CH2:30][CH2:31][CH:32]([O:36][CH3:37])[CH2:33][CH2:34][CH3:35])[C:20]=3[N:21]=2)[CH:14]=[C:9]([F:8])[C:10]=1[CH:40]=[C:41]([CH3:47])[C:42]([OH:44])=[O:43]. (2) Given the reactants [N:1]1[CH:6]=[CH:5][CH:4]=[CH:3][C:2]=1[CH:7]1[CH2:12][CH2:11][CH2:10][C:9](=O)[CH2:8]1.[C:14]1([C@H:24]([NH2:26])[CH3:25])[C:23]2[C:18](=[CH:19][CH:20]=[CH:21][CH:22]=2)[CH:17]=[CH:16][CH:15]=1, predict the reaction product. The product is: [C:14]1([C@H:24]([NH:26][CH:9]2[CH2:10][CH2:11][CH2:12][CH:7]([C:2]3[CH:3]=[CH:4][CH:5]=[CH:6][N:1]=3)[CH2:8]2)[CH3:25])[C:23]2[C:18](=[CH:19][CH:20]=[CH:21][CH:22]=2)[CH:17]=[CH:16][CH:15]=1. (3) Given the reactants [C:1]1([C:7]2[CH:15]=[CH:14][C:10]([C:11]([NH2:13])=[O:12])=[CH:9][CH:8]=2)[CH:6]=[CH:5][CH:4]=[CH:3][CH:2]=1.[CH3:16][C:17]([CH:20]=O)([CH3:19])[CH3:18].[NH:22]1[C:26]2[CH:27]=[CH:28][CH:29]=[CH:30][C:25]=2[N:24]=[N:23]1.C1(C)C=CC(S(O)(=O)=O)=CC=1, predict the reaction product. The product is: [N:22]1([CH:20]([NH:13][C:11](=[O:12])[C:10]2[CH:9]=[CH:8][C:7]([C:1]3[CH:2]=[CH:3][CH:4]=[CH:5][CH:6]=3)=[CH:15][CH:14]=2)[C:17]([CH3:18])([CH3:19])[CH3:16])[C:26]2[CH:27]=[CH:28][CH:29]=[CH:30][C:25]=2[N:24]=[N:23]1.